This data is from Forward reaction prediction with 1.9M reactions from USPTO patents (1976-2016). The task is: Predict the product of the given reaction. Given the reactants C([O:3][C:4]([C@H:6]1[C@H:11]([NH:12][S:13]([C:16]2[C:25]3[C:20](=[CH:21][CH:22]=[CH:23][CH:24]=3)[C:19]([NH:26][C:27](=[O:35])[C:28]3[CH:33]=[CH:32][CH:31]=[CH:30][C:29]=3[CH3:34])=[CH:18][CH:17]=2)(=[O:15])=[O:14])[CH2:10][CH2:9][N:8]([C:36](=[O:40])[CH2:37][CH2:38][CH3:39])[CH2:7]1)=O)C.C(OC(N1CCC(N)CC1)=O)(C)(C)C.N(C(C)C)=C=O.[BH4-].[Li+], predict the reaction product. The product is: [C:36]([N:8]1[CH2:9][CH2:10][C@@H:11]([NH:12][S:13]([C:16]2[C:25]3[C:20](=[CH:21][CH:22]=[CH:23][CH:24]=3)[C:19]([NH:26][C:27](=[O:35])[C:28]3[CH:33]=[CH:32][CH:31]=[CH:30][C:29]=3[CH3:34])=[CH:18][CH:17]=2)(=[O:15])=[O:14])[C@H:6]([CH2:4][OH:3])[CH2:7]1)(=[O:40])[CH2:37][CH2:38][CH3:39].